Task: Predict the reaction yield, written as a fraction of the theoretical maximum amount of product (1.0 means a 100% yield; for example, 0.34 means a 34% yield).. Dataset: Reaction yield outcomes from USPTO patents with 853,638 reactions (1) The reactants are [CH2:1]([C:7]1[C:8]2[S:19][CH:18]=[CH:17][C:9]=2[S:10][C:11]=1[C:12]([O:14]CC)=[O:13])[CH2:2][CH2:3][CH2:4][CH2:5][CH3:6].[Li+].[OH-].C1COCC1. The catalyst is [I-].C([N+](CCCC)(CCCC)CCCC)CCC.CO. The product is [CH2:1]([C:7]1[C:8]2[S:19][CH:18]=[CH:17][C:9]=2[S:10][C:11]=1[C:12]([OH:14])=[O:13])[CH2:2][CH2:3][CH2:4][CH2:5][CH3:6]. The yield is 0.967. (2) The catalyst is C1C=CC=CC=1. The product is [CH2:1]([O:8][C:9]1[CH:14]=[CH:13][C:12]2[C:18]([CH3:20])([CH3:19])[CH2:17][O:16][C:11]=2[CH:10]=1)[C:2]1[CH:7]=[CH:6][CH:5]=[CH:4][CH:3]=1. The yield is 0.910. The reactants are [CH2:1]([O:8][C:9]1[CH:14]=[CH:13][C:12](Br)=[C:11]([O:16][CH2:17][C:18]([CH3:20])=[CH2:19])[CH:10]=1)[C:2]1[CH:7]=[CH:6][CH:5]=[CH:4][CH:3]=1.C([SnH](CCCC)CCCC)CCC.C(OOC(=O)C1C=CC=CC=1)(=O)C1C=CC=CC=1.